Task: Regression. Given a peptide amino acid sequence and an MHC pseudo amino acid sequence, predict their binding affinity value. This is MHC class II binding data.. Dataset: Peptide-MHC class II binding affinity with 134,281 pairs from IEDB (1) The peptide sequence is IPKEQKYSFLQNPQT. The MHC is DRB1_1302 with pseudo-sequence DRB1_1302. The binding affinity (normalized) is 0.120. (2) The peptide sequence is AAADAGTTVYGAFAA. The MHC is HLA-DQA10401-DQB10402 with pseudo-sequence HLA-DQA10401-DQB10402. The binding affinity (normalized) is 0.439. (3) The peptide sequence is TLLRAVESYLLAHSD. The MHC is DRB1_0405 with pseudo-sequence DRB1_0405. The binding affinity (normalized) is 0.421. (4) The binding affinity (normalized) is 0.577. The peptide sequence is LLFLVLIMLIIFWFS. The MHC is DRB1_0101 with pseudo-sequence DRB1_0101. (5) The peptide sequence is STRESNAEAIAKKLD. The MHC is DRB1_0101 with pseudo-sequence DRB1_0101. The binding affinity (normalized) is 0.313. (6) The peptide sequence is AATQARAAAAAFEAA. The MHC is HLA-DQA10102-DQB10502 with pseudo-sequence HLA-DQA10102-DQB10502. The binding affinity (normalized) is 0.532. (7) The peptide sequence is SGSAASMVNGVIKIL. The MHC is DRB1_0801 with pseudo-sequence DRB1_0801. The binding affinity (normalized) is 0.339. (8) The peptide sequence is WLDAKSTWYGKPTAA. The MHC is DRB3_0202 with pseudo-sequence DRB3_0202. The binding affinity (normalized) is 0. (9) The peptide sequence is AFTLDGDNLFPKV. The MHC is HLA-DQA10501-DQB10201 with pseudo-sequence HLA-DQA10501-DQB10201. The binding affinity (normalized) is 0.637.